From a dataset of Forward reaction prediction with 1.9M reactions from USPTO patents (1976-2016). Predict the product of the given reaction. (1) Given the reactants [CH3:1][O:2][C:3](=[O:36])[C:4]1[CH:9]=[C:8]([O:10][C:11]2[CH:16]=[CH:15][C:14]([NH2:17])=[C:13]([CH2:18][C:19]3[CH:24]=[CH:23][CH:22]=[CH:21][CH:20]=3)[CH:12]=2)[CH:7]=[CH:6][C:5]=1[NH:25][S:26]([C:29]1[CH:34]=[CH:33][C:32]([CH3:35])=[CH:31][CH:30]=1)(=[O:28])=[O:27].[S:37](Cl)([C:40]1[CH:46]=[CH:45][C:43]([CH3:44])=[CH:42][CH:41]=1)(=[O:39])=[O:38].N1C=CC=CC=1, predict the reaction product. The product is: [CH3:1][O:2][C:3](=[O:36])[C:4]1[CH:9]=[C:8]([O:10][C:11]2[CH:16]=[CH:15][C:14]([NH:17][S:37]([C:40]3[CH:46]=[CH:45][C:43]([CH3:44])=[CH:42][CH:41]=3)(=[O:39])=[O:38])=[C:13]([CH2:18][C:19]3[CH:24]=[CH:23][CH:22]=[CH:21][CH:20]=3)[CH:12]=2)[CH:7]=[CH:6][C:5]=1[NH:25][S:26]([C:29]1[CH:34]=[CH:33][C:32]([CH3:35])=[CH:31][CH:30]=1)(=[O:28])=[O:27]. (2) Given the reactants [CH:1]1([S:4]([C:7]2[CH:12]=[CH:11][C:10]([CH:13]([CH2:18][CH:19]3[CH2:24][CH2:23][O:22][CH2:21][CH2:20]3)[C:14](=[O:17])[CH:15]=[CH2:16])=[CH:9][CH:8]=2)(=[O:6])=[O:5])[CH2:3][CH2:2]1.[CH3:25][O:26][CH2:27][CH:28]([C:36]1[CH:37]=[CH:38][C:39]([CH:42]=[O:43])=[N:40][CH:41]=1)[O:29][CH:30]1[CH2:35][CH2:34][CH2:33][CH2:32][O:31]1.C(N(CC)CC)C.O1CCCC1, predict the reaction product. The product is: [CH:1]1([S:4]([C:7]2[CH:8]=[CH:9][C:10]([CH:13]([CH2:18][CH:19]3[CH2:24][CH2:23][O:22][CH2:21][CH2:20]3)[C:14](=[O:17])[CH2:15][CH2:16][C:42]([C:39]3[CH:38]=[CH:37][C:36]([CH:28]([O:29][CH:30]4[CH2:35][CH2:34][CH2:33][CH2:32][O:31]4)[CH2:27][O:26][CH3:25])=[CH:41][N:40]=3)=[O:43])=[CH:11][CH:12]=2)(=[O:6])=[O:5])[CH2:3][CH2:2]1.